This data is from Full USPTO retrosynthesis dataset with 1.9M reactions from patents (1976-2016). The task is: Predict the reactants needed to synthesize the given product. (1) Given the product [N:8]1([C:14]2([CH2:18][NH:19][C:20](=[O:26])[O:21][C:22]([CH3:24])([CH3:23])[CH3:25])[CH2:17][N:16]([S:4]([CH2:1][CH2:2][CH3:3])(=[O:6])=[O:5])[CH2:15]2)[CH2:9][CH2:10][O:11][CH2:12][CH2:13]1, predict the reactants needed to synthesize it. The reactants are: [CH2:1]([S:4](Cl)(=[O:6])=[O:5])[CH2:2][CH3:3].[N:8]1([C:14]2([CH2:18][NH:19][C:20](=[O:26])[O:21][C:22]([CH3:25])([CH3:24])[CH3:23])[CH2:17][NH:16][CH2:15]2)[CH2:13][CH2:12][O:11][CH2:10][CH2:9]1.C(N(CC)CC)C.CN(C)CCN. (2) Given the product [CH:16]1[C:15]2[C:14](=[CH:13][C:12]([NH:11][CH2:10][CH2:9][CH2:8][CH2:7][CH2:6][CH2:5][CH2:4][C:3]([OH:28])=[O:2])=[O:27])[C:26]3[C:21](=[CH:22][CH:23]=[CH:24][CH:25]=3)[C:20]=2[CH:19]=[CH:18][CH:17]=1, predict the reactants needed to synthesize it. The reactants are: C[O:2][C:3](=[O:28])[CH2:4][CH2:5][CH2:6][CH2:7][CH2:8][CH2:9][CH2:10][NH:11][C:12](=[O:27])[CH:13]=[C:14]1[C:26]2[CH:25]=[CH:24][CH:23]=[CH:22][C:21]=2[C:20]2[C:15]1=[CH:16][CH:17]=[CH:18][CH:19]=2.CO.[Li+].[OH-].Cl. (3) Given the product [NH2:1][C:2]1([C:8]([O:10][CH2:11][C:12]2[CH:17]=[CH:16][CH:15]=[CH:14][CH:13]=2)=[O:9])[CH2:7][CH2:6][CH2:5][CH2:4][CH2:3]1, predict the reactants needed to synthesize it. The reactants are: [NH2:1][C:2]1([C:8]([OH:10])=[O:9])[CH2:7][CH2:6][CH2:5][CH2:4][CH2:3]1.[CH2:11](O)[C:12]1[CH:17]=[CH:16][CH:15]=[CH:14][CH:13]=1.O.C1(C)C=CC(S(O)(=O)=O)=CC=1.C1C=CC=CC=1. (4) The reactants are: C[O:2][C:3](=[O:43])[C:4]1[CH:9]=[CH:8][C:7]([NH:10][C:11]([C@H:13]2[C@H:17]([C:18]3[CH:23]=[CH:22][CH:21]=[C:20]([Cl:24])[C:19]=3[F:25])[C@:16]([C:28]3[CH:33]=[CH:32][C:31]([Cl:34])=[CH:30][C:29]=3[F:35])([C:26]#[N:27])[C@H:15]([CH2:36][C:37]([CH3:40])([CH3:39])[CH3:38])[NH:14]2)=[O:12])=[CH:6][C:5]=1[O:41][CH3:42].[CH:44](=O)[CH2:45][CH2:46][CH3:47].C(O[BH-](OC(=O)C)OC(=O)C)(=O)C.[Na+].[Li+].[OH-]. Given the product [CH2:44]([N:14]1[C@@H:15]([CH2:36][C:37]([CH3:38])([CH3:40])[CH3:39])[C@@:16]([C:28]2[CH:33]=[CH:32][C:31]([Cl:34])=[CH:30][C:29]=2[F:35])([C:26]#[N:27])[C@@H:17]([C:18]2[CH:23]=[CH:22][CH:21]=[C:20]([Cl:24])[C:19]=2[F:25])[C@@H:13]1[C:11]([NH:10][C:7]1[CH:8]=[CH:9][C:4]([C:3]([OH:2])=[O:43])=[C:5]([O:41][CH3:42])[CH:6]=1)=[O:12])[CH2:45][CH2:46][CH3:47], predict the reactants needed to synthesize it.